Dataset: Reaction yield outcomes from USPTO patents with 853,638 reactions. Task: Predict the reaction yield, written as a fraction of the theoretical maximum amount of product (1.0 means a 100% yield; for example, 0.34 means a 34% yield). (1) The reactants are [CH3:1][O:2][C:3](=[O:32])[NH:4][C@H:5]([C:9]([N:11]1[C@H:19]([C:20]2[NH:21][CH:22]=[C:23]([C:25]3[CH:30]=[CH:29][C:28](Br)=[CH:27][CH:26]=3)[N:24]=2)[CH2:18][C:13]2([O:17][CH2:16][CH2:15][O:14]2)[CH2:12]1)=[O:10])[CH:6]([CH3:8])[CH3:7].B([C:36]1[CH:44]=[CH:43][C:39]([C:40]([OH:42])=[O:41])=[CH:38][CH:37]=1)(O)O.C(=O)([O-])[O-].[Na+].[Na+].Cl. The catalyst is O1CCOCC1.O.[Pd].C1(P(C2C=CC=CC=2)C2C=CC=CC=2)C=CC=CC=1.C1(P(C2C=CC=CC=2)C2C=CC=CC=2)C=CC=CC=1.C1(P(C2C=CC=CC=2)C2C=CC=CC=2)C=CC=CC=1.C1(P(C2C=CC=CC=2)C2C=CC=CC=2)C=CC=CC=1. The product is [CH3:1][O:2][C:3]([NH:4][C@@H:5]([CH:6]([CH3:8])[CH3:7])[C:9]([N:11]1[C@H:19]([C:20]2[NH:21][CH:22]=[C:23]([C:25]3[CH:30]=[CH:29][C:28]([C:36]4[CH:44]=[CH:43][C:39]([C:40]([OH:42])=[O:41])=[CH:38][CH:37]=4)=[CH:27][CH:26]=3)[N:24]=2)[CH2:18][C:13]2([O:17][CH2:16][CH2:15][O:14]2)[CH2:12]1)=[O:10])=[O:32]. The yield is 0.680. (2) The reactants are [CH:1]([O:4][CH2:5][C:6]1[CH:19]=[CH:18][C:9]([CH2:10][C:11]2[CH:16]=[CH:15][C:14](N)=[CH:13][CH:12]=2)=[CH:8][CH:7]=1)([CH3:3])[CH3:2].S(O)(O)(=O)=O.Cl[C:26]1[NH:27][CH2:28][CH2:29][N:30]=1. The catalyst is C(O)(C)C. The product is [CH:1]([O:4][CH2:5][C:6]1[CH:19]=[CH:18][C:9]([CH2:10][C:11]2[CH:16]=[CH:15][C:14]([C:26]3[NH:30][CH2:29][CH2:28][N:27]=3)=[CH:13][CH:12]=2)=[CH:8][CH:7]=1)([CH3:3])[CH3:2]. The yield is 0.910. (3) The reactants are [C:1]([C:3]1[C:26]([N+:27]([O-])=O)=[CH:25][CH:24]=[CH:23][C:4]=1[O:5][CH2:6][C@H:7]1[CH2:12][CH2:11][CH2:10][CH2:9][N:8]1[C:13]([NH:15][CH2:16][C:17]1[CH:22]=[CH:21][N:20]=[CH:19][CH:18]=1)=[O:14])#[N:2]. The catalyst is C1COCC1.C(O)(=O)C.[Fe]. The product is [NH2:27][C:26]1[C:3]([C:1]#[N:2])=[C:4]([CH:23]=[CH:24][CH:25]=1)[O:5][CH2:6][C@H:7]1[CH2:12][CH2:11][CH2:10][CH2:9][N:8]1[C:13]([NH:15][CH2:16][C:17]1[CH:18]=[CH:19][N:20]=[CH:21][CH:22]=1)=[O:14]. The yield is 0.400. (4) The reactants are [OH:1][C@@H:2]1[C@H:6]([OH:7])[C@@H:5]([CH2:8][OH:9])[O:4][C@H:3]1[N:10]1[CH:18]=[N:17][C:16]2[C:11]1=[N:12][CH:13]=[N:14][C:15]=2[NH:19][C:20](=[O:27])[C:21]1[CH:26]=[CH:25][CH:24]=[CH:23][CH:22]=1.CO[C:30](OC)([CH3:32])[CH3:31].O.C1(C)C=CC(S(O)(=O)=O)=CC=1.C(=O)(O)[O-].[Na+]. The catalyst is CC(C)=O. The product is [OH:9][CH2:8][C@@H:5]1[C@H:6]2[O:7][C:30]([CH3:32])([CH3:31])[O:1][C@H:2]2[C@H:3]([N:10]2[CH:18]=[N:17][C:16]3[C:11]2=[N:12][CH:13]=[N:14][C:15]=3[NH:19][C:20](=[O:27])[C:21]2[CH:22]=[CH:23][CH:24]=[CH:25][CH:26]=2)[O:4]1. The yield is 0.590. (5) The reactants are [F:1][C:2]([F:30])([O:6][C:7]1[CH:8]=[C:9]([CH2:13][N:14]([CH2:23][CH:24]([OH:29])[C:25]([F:28])([F:27])[F:26])[C:15]2[CH:16]=[C:17]([CH:20]=[CH:21][CH:22]=2)[C:18]#[N:19])[CH:10]=[CH:11][CH:12]=1)[CH:3]([F:5])[F:4].C[Sn]([N:35]=[N+:36]=[N-:37])(C)C.C1COCC1.Cl. The catalyst is C1(C)C=CC=CC=1. The product is [F:1][C:2]([F:30])([O:6][C:7]1[CH:8]=[C:9]([CH2:13][N:14]([C:15]2[CH:22]=[CH:21][CH:20]=[C:17]([C:18]3[NH:37][N:36]=[N:35][N:19]=3)[CH:16]=2)[CH2:23][CH:24]([OH:29])[C:25]([F:27])([F:28])[F:26])[CH:10]=[CH:11][CH:12]=1)[CH:3]([F:5])[F:4]. The yield is 0.330.